Dataset: Experimentally validated miRNA-target interactions with 360,000+ pairs, plus equal number of negative samples. Task: Binary Classification. Given a miRNA mature sequence and a target amino acid sequence, predict their likelihood of interaction. (1) The miRNA is hsa-miR-6502-3p with sequence UAGACCAUCUUUCUAGAGUAU. The protein sequence of the target gene is MSRPAHRRPEYHKINKDLFVLTYGALVAQLCKDYEKDEDVNQYLDKMGYGIGTRLVEDFLARSCVGRCHSYSEIIDIIAQVAFKMYLGITPSVTCNNSSKNEFSLILEKNPLVEFVEELPAGRSSLCYCNLLCGIIRGALEMVHLAADVTFLQDRLKGDSVTEIGITFLKKRDEKKYRGKK. Result: 0 (no interaction). (2) The miRNA is hsa-miR-2276-5p with sequence GCCCUCUGUCACCUUGCAGACG. The protein sequence of the target gene is MIVFGWAVFLASRSLGQGLLLTLEEHIAHLLGTTGATATMGNSCICRDDSGAEDNVDTHQQQAENSTVPTADSRSQPRDPVRPPRRGRGPHEPRRKKQNVDGLVLDTLAVIRTLVDNDQEPPYSMITLHEMAETDEGWLDVVQSLIRVIPLEDPLGPAVITLLLDECPLPTKDALQKLTEILNLNGEVACQDSGHPAKHRNTSAVLGCLAEKLAGPASIGLLSPGILEYLLQCLKLQSHPTVMLFALIALEKFAQTSENKLTISESSISDRLVTLELWADDPDYLKRQVGFCAQWSLDNL.... Result: 0 (no interaction). (3) The miRNA is hsa-let-7f-5p with sequence UGAGGUAGUAGAUUGUAUAGUU. The protein sequence of the target gene is MGMSKSRGCFGYPLSIFFIVVNEFCERFSYYGMRALLVLYFRNFLGWDDNLSTAIYHTFVALCYLTPILGALIADSWLGKFKTIVSLSIVYTIGQAVISVSSINDLTDHDHNGSPDSLPVHVALSMVGLALIALGTGGIKPCVSAFGGDQFEEGQEKQRNRFFSIFYLAINGGSLLSTIITPILRVQQCGIHSQQACYPLAFGVPAALMAVALIVFVLGSGMYKKFQPQGNIMGKVAKCIGFAIKNRFRHRSKAYPKREHWLDWAKEKYDERLISQIKMVTKVMFLYIPLPMFWALFDQQ.... Result: 0 (no interaction).